Dataset: Forward reaction prediction with 1.9M reactions from USPTO patents (1976-2016). Task: Predict the product of the given reaction. (1) The product is: [OH:37][CH:35]([CH3:36])[CH2:34][S:33][C:2]1[CH:3]=[CH:4][C:5]([N:8]2[CH:12]=[CH:11][C:10]([CH:13]([C:15]3[CH:32]=[CH:31][C:18]4[N:19]([CH2:23][O:24][CH2:25][CH2:26][Si:27]([CH3:30])([CH3:29])[CH3:28])[C:20](=[O:22])[S:21][C:17]=4[CH:16]=3)[CH3:14])=[N:9]2)=[N:6][CH:7]=1. Given the reactants I[C:2]1[CH:3]=[CH:4][C:5]([N:8]2[CH:12]=[CH:11][C:10]([CH:13]([C:15]3[CH:32]=[CH:31][C:18]4[N:19]([CH2:23][O:24][CH2:25][CH2:26][Si:27]([CH3:30])([CH3:29])[CH3:28])[C:20](=[O:22])[S:21][C:17]=4[CH:16]=3)[CH3:14])=[N:9]2)=[N:6][CH:7]=1.[SH:33][CH2:34][CH:35]([OH:37])[CH3:36], predict the reaction product. (2) Given the reactants [CH:1]([Mg]Cl)([CH3:3])[CH3:2].[F:6][C:7]1[CH:12]=[C:11]([C:13]([F:16])([F:15])[F:14])[CH:10]=[CH:9][C:8]=1[C:17]1[C:18]2[C:25](=[O:26])[CH2:24][CH2:23][C:19]=2[CH:20]=[N:21][CH:22]=1, predict the reaction product. The product is: [F:6][C:7]1[CH:12]=[C:11]([C:13]([F:16])([F:15])[F:14])[CH:10]=[CH:9][C:8]=1[C:17]1[C:18]2[C:25]([CH:1]([CH3:3])[CH3:2])([OH:26])[CH2:24][CH2:23][C:19]=2[CH:20]=[N:21][CH:22]=1. (3) Given the reactants C(OC(=O)N([C:15]12[CH2:22][CH2:21][CH:18]([CH2:19][CH2:20]1)[CH2:17][N:16]2[CH2:23][CH:24]=[CH2:25])CC1C=CC=CC=1)(C)(C)C.Cl, predict the reaction product. The product is: [CH2:23]([N:16]1[CH2:17][CH:18]2[CH2:19][CH2:20][C:15]1([C@@H:17]([C:18]1[CH:21]=[CH:22][CH:15]=[CH:20][CH:19]=1)[NH2:16])[CH2:22][CH2:21]2)[CH:24]=[CH2:25]. (4) The product is: [Cl:14][C:7]1[C:8]2[CH:9]=[CH:10][C:11]([O:12][CH3:13])=[C:2]([OH:23])[C:3]=2[CH:4]=[CH:5][N:6]=1. Given the reactants Br[C:2]1[C:11]([O:12][CH3:13])=[CH:10][CH:9]=[C:8]2[C:3]=1[CH:4]=[CH:5][N:6]=[C:7]2[Cl:14].C([Li])CCC.C([O:23]B(OC(C)C)OC(C)C)(C)C.OO.[OH-].[Na+].S([O-])([O-])=O.[Na+].[Na+].Cl, predict the reaction product. (5) Given the reactants [C:1](Cl)(=[O:7])[CH2:2][CH2:3][CH2:4][CH2:5][CH3:6].[N:9]1([CH2:14][CH2:15][OH:16])[CH:13]=[CH:12][N:11]=[CH:10]1.C(N(CC)CC)C, predict the reaction product. The product is: [C:1]([O:16][CH2:15][CH2:14][N:9]1[CH:13]=[CH:12][N:11]=[CH:10]1)(=[O:7])[CH2:2][CH2:3][CH2:4][CH2:5][CH3:6]. (6) Given the reactants [N:1]1[CH:6]=[C:5]([CH2:7][C:8](OCC)=[O:9])[CH:4]=[N:3][CH:2]=1.[BH4-].[Na+], predict the reaction product. The product is: [N:1]1[CH:6]=[C:5]([CH2:7][CH2:8][OH:9])[CH:4]=[N:3][CH:2]=1.